This data is from NCI-60 drug combinations with 297,098 pairs across 59 cell lines. The task is: Regression. Given two drug SMILES strings and cell line genomic features, predict the synergy score measuring deviation from expected non-interaction effect. Drug 1: CC1=C2C(C(=O)C3(C(CC4C(C3C(C(C2(C)C)(CC1OC(=O)C(C(C5=CC=CC=C5)NC(=O)OC(C)(C)C)O)O)OC(=O)C6=CC=CC=C6)(CO4)OC(=O)C)O)C)O. Drug 2: C(CN)CNCCSP(=O)(O)O. Cell line: SK-MEL-28. Synergy scores: CSS=9.07, Synergy_ZIP=-5.40, Synergy_Bliss=-10.1, Synergy_Loewe=3.92, Synergy_HSA=-7.92.